From a dataset of Reaction yield outcomes from USPTO patents with 853,638 reactions. Predict the reaction yield, written as a fraction of the theoretical maximum amount of product (1.0 means a 100% yield; for example, 0.34 means a 34% yield). (1) The reactants are C(OC(=O)[NH:7][C@H:8]([C:19](=[S:21])[NH2:20])[CH2:9][C:10]1[CH:15]=[CH:14][C:13]([N+:16]([O-:18])=[O:17])=[CH:12][CH:11]=1)(C)(C)C.Br[CH2:24][C:25](=O)[CH2:26][CH3:27].C(OCC)C. The catalyst is CC#N. The product is [CH2:26]([C:25]1[N:20]=[C:19]([C@@H:8]([NH2:7])[CH2:9][C:10]2[CH:11]=[CH:12][C:13]([N+:16]([O-:18])=[O:17])=[CH:14][CH:15]=2)[S:21][CH:24]=1)[CH3:27]. The yield is 0.900. (2) The reactants are BrC1C=C[C:5](NCC(OC)=O)=[N:6]C=1.[F:14][C:15]1[CH:23]=[CH:22][CH:21]=[C:20]2[C:16]=1[C:17]([CH:25]=O)=[CH:18][N:19]2[CH3:24].CN1C2C(=CC=CC=2)C(C)=C1C=O. No catalyst specified. The product is [F:14][C:15]1[CH:23]=[CH:22][CH:21]=[C:20]2[C:16]=1[C:17]([CH2:25][NH:6][CH3:5])=[CH:18][N:19]2[CH3:24]. The yield is 0.770. (3) The reactants are Cl[C:2]1[C:11]2[C:6](=[CH:7][C:8]([O:15][CH:16]3[CH2:20][CH2:19][O:18][CH2:17]3)=[C:9]([N+:12]([O-:14])=[O:13])[CH:10]=2)[N:5]=[CH:4][C:3]=1[C:21]#[N:22].[Cl:23][C:24]1[CH:25]=[C:26]([NH2:38])[CH:27]=[CH:28][C:29]=1[O:30][CH2:31][C:32]1[CH:37]=[CH:36][CH:35]=[CH:34][N:33]=1.Cl.N1C=CC=CC=1. The catalyst is C(O)(C)C. The product is [Cl:23][C:24]1[CH:25]=[C:26]([NH:38][C:2]2[C:11]3[C:6](=[CH:7][C:8]([O:15][CH:16]4[CH2:20][CH2:19][O:18][CH2:17]4)=[C:9]([N+:12]([O-:14])=[O:13])[CH:10]=3)[N:5]=[CH:4][C:3]=2[C:21]#[N:22])[CH:27]=[CH:28][C:29]=1[O:30][CH2:31][C:32]1[CH:37]=[CH:36][CH:35]=[CH:34][N:33]=1. The yield is 0.739. (4) The reactants are Br[C:2]1[C:7]([CH:8]=[O:9])=[C:6]([Cl:10])[N:5]=[CH:4][CH:3]=1.[C:11]1(=[O:24])[C:16]2=[CH:17][C:18]3[CH2:19][CH2:20][CH2:21][CH2:22][C:23]=3[N:15]2[CH2:14][CH2:13][NH:12]1.CC1(C)C2C(=C(P(C3C=CC=CC=3)C3C=CC=CC=3)C=CC=2)OC2C(P(C3C=CC=CC=3)C3C=CC=CC=3)=CC=CC1=2.C([O-])([O-])=O.[Cs+].[Cs+]. The catalyst is C1C=CC(/C=C/C(/C=C/C2C=CC=CC=2)=O)=CC=1.C1C=CC(/C=C/C(/C=C/C2C=CC=CC=2)=O)=CC=1.C1C=CC(/C=C/C(/C=C/C2C=CC=CC=2)=O)=CC=1.[Pd].[Pd].O1CCOCC1. The product is [Cl:10][C:6]1[N:5]=[CH:4][CH:3]=[C:2]([N:12]2[CH2:13][CH2:14][N:15]3[C:23]4[CH2:22][CH2:21][CH2:20][CH2:19][C:18]=4[CH:17]=[C:16]3[C:11]2=[O:24])[C:7]=1[CH:8]=[O:9]. The yield is 0.800.